Dataset: Catalyst prediction with 721,799 reactions and 888 catalyst types from USPTO. Task: Predict which catalyst facilitates the given reaction. (1) Reactant: [Cl:1][C:2]1[CH:27]=[CH:26][C:5]([O:6][CH2:7][C:8]([N:10]2[CH2:15][C@H:14]([CH3:16])[N:13]([CH2:17][C:18]3[CH:23]=[CH:22][C:21]([F:24])=[CH:20][CH:19]=3)[CH2:12][C@H:11]2[CH3:25])=[O:9])=[C:4]([OH:28])[CH:3]=1.C(=O)([O-])[O-].[Cs+].[Cs+].Br[CH2:36][C:37]#[N:38]. Product: [Cl:1][C:2]1[CH:27]=[CH:26][C:5]([O:6][CH2:7][C:8]([N:10]2[CH2:15][C@H:14]([CH3:16])[N:13]([CH2:17][C:18]3[CH:23]=[CH:22][C:21]([F:24])=[CH:20][CH:19]=3)[CH2:12][C@H:11]2[CH3:25])=[O:9])=[C:4]([CH:3]=1)[O:28][CH2:36][C:37]#[N:38]. The catalyst class is: 155. (2) Reactant: [CH2:1](O)[CH2:2][CH2:3][CH2:4][CH2:5][CH2:6][CH:7]=[CH:8][CH:9]=[CH:10][CH2:11][CH3:12].N1C=CC=CC=1.CN(C)C=O.C1(S([Cl:34])(=O)=O)C=CC=CC=1. Product: [Cl:34][CH2:1][CH2:2][CH2:3][CH2:4][CH2:5][CH2:6][CH:7]=[CH:8][CH:9]=[CH:10][CH2:11][CH3:12]. The catalyst class is: 805. (3) Reactant: Br[CH:2]([C:4]1[N:13]([CH2:14][C:15]2[CH:20]=[CH:19][CH:18]=[CH:17][CH:16]=2)[C:12](=[O:21])[C:11]2[C:6](=[CH:7][CH:8]=[CH:9][CH:10]=2)[N:5]=1)[CH3:3].[CH3:22][O:23][C:24]1[CH:30]=[CH:29][C:27]([NH2:28])=[CH:26][CH:25]=1. Product: [CH3:22][O:23][C:24]1[CH:30]=[CH:29][C:27]([NH:28][CH:2]([C:4]2[N:13]([CH2:14][C:15]3[CH:20]=[CH:19][CH:18]=[CH:17][CH:16]=3)[C:12](=[O:21])[C:11]3[C:6](=[CH:7][CH:8]=[CH:9][CH:10]=3)[N:5]=2)[CH3:3])=[CH:26][CH:25]=1. The catalyst class is: 66. (4) Reactant: [C:1]([O:5][C:6]([NH:8][C@H:9]([C:15]([O:17]CC1C=CC=CC=1)=[O:16])[C:10]([CH3:14])([CH2:12][OH:13])[CH3:11])=[O:7])([CH3:4])([CH3:3])[CH3:2].[C:25](OC(=O)C)(=[O:27])[CH3:26]. Product: [C:25]([O:13][CH2:12][C:10]([CH3:11])([CH3:14])[C@@H:9]([C:15]([OH:17])=[O:16])[NH:8][C:6]([O:5][C:1]([CH3:2])([CH3:3])[CH3:4])=[O:7])(=[O:27])[CH3:26]. The catalyst class is: 112. (5) The catalyst class is: 16. Product: [Br:1][C:2]1[CH:9]=[C:6]2[C:5](=[C:4]([CH3:13])[CH:3]=1)[O:10][CH:28]([C:27]([F:35])([F:36])[F:26])[C:29]([C:30]([O:32][CH2:33][CH3:34])=[O:31])=[CH:7]2. Reactant: [Br:1][C:2]1[CH:3]=[C:4](OC)[C:5]([OH:10])=[C:6]([CH:9]=1)[CH:7]=O.[C:13]([O-])([O-])=O.[K+].[K+].C(N(CC)CC)C.[F:26][C:27]([F:36])([F:35])/[CH:28]=[CH:29]/[C:30]([O:32][CH2:33][CH3:34])=[O:31].Cl.